This data is from NCI-60 drug combinations with 297,098 pairs across 59 cell lines. The task is: Regression. Given two drug SMILES strings and cell line genomic features, predict the synergy score measuring deviation from expected non-interaction effect. (1) Drug 1: C1=CC=C(C(=C1)C(C2=CC=C(C=C2)Cl)C(Cl)Cl)Cl. Drug 2: C1CN(CCN1C(=O)CCBr)C(=O)CCBr. Cell line: OVCAR-5. Synergy scores: CSS=12.5, Synergy_ZIP=-3.84, Synergy_Bliss=-0.631, Synergy_Loewe=-0.467, Synergy_HSA=0.802. (2) Drug 1: C1=CC(=CC=C1CCC2=CNC3=C2C(=O)NC(=N3)N)C(=O)NC(CCC(=O)O)C(=O)O. Drug 2: N.N.Cl[Pt+2]Cl. Cell line: SR. Synergy scores: CSS=50.1, Synergy_ZIP=8.47, Synergy_Bliss=7.17, Synergy_Loewe=-17.5, Synergy_HSA=9.25. (3) Drug 1: CC1=C(C=C(C=C1)NC2=NC=CC(=N2)N(C)C3=CC4=NN(C(=C4C=C3)C)C)S(=O)(=O)N.Cl. Drug 2: CCC(=C(C1=CC=CC=C1)C2=CC=C(C=C2)OCCN(C)C)C3=CC=CC=C3.C(C(=O)O)C(CC(=O)O)(C(=O)O)O. Cell line: SW-620. Synergy scores: CSS=-10.4, Synergy_ZIP=6.44, Synergy_Bliss=0.419, Synergy_Loewe=-12.6, Synergy_HSA=-10.9. (4) Drug 1: C1=C(C(=O)NC(=O)N1)N(CCCl)CCCl. Drug 2: C1=CN(C=N1)CC(O)(P(=O)(O)O)P(=O)(O)O. Cell line: IGROV1. Synergy scores: CSS=10.6, Synergy_ZIP=-13.0, Synergy_Bliss=-21.8, Synergy_Loewe=-21.9, Synergy_HSA=-19.6. (5) Drug 1: C1C(C(OC1N2C=C(C(=O)NC2=O)F)CO)O. Drug 2: C1=CC=C(C=C1)NC(=O)CCCCCCC(=O)NO. Cell line: MCF7. Synergy scores: CSS=26.2, Synergy_ZIP=-10.6, Synergy_Bliss=-2.57, Synergy_Loewe=-4.54, Synergy_HSA=0.822. (6) Drug 1: C1=CN(C(=O)N=C1N)C2C(C(C(O2)CO)O)O.Cl. Drug 2: CCC1(C2=C(COC1=O)C(=O)N3CC4=CC5=C(C=CC(=C5CN(C)C)O)N=C4C3=C2)O.Cl. Cell line: UACC-257. Synergy scores: CSS=8.05, Synergy_ZIP=-6.62, Synergy_Bliss=-3.25, Synergy_Loewe=-5.78, Synergy_HSA=-2.13. (7) Drug 1: CN(CC1=CN=C2C(=N1)C(=NC(=N2)N)N)C3=CC=C(C=C3)C(=O)NC(CCC(=O)O)C(=O)O. Drug 2: C1=CN(C(=O)N=C1N)C2C(C(C(O2)CO)O)O.Cl. Cell line: A549. Synergy scores: CSS=52.6, Synergy_ZIP=-6.06, Synergy_Bliss=-10.4, Synergy_Loewe=-13.3, Synergy_HSA=-9.69.